Dataset: Forward reaction prediction with 1.9M reactions from USPTO patents (1976-2016). Task: Predict the product of the given reaction. (1) The product is: [Br:19][C:12]1[NH:11][C:10]2[C:9]3=[N:15][CH:16]=[N:17][N:8]3[C:7](=[O:18])[N:6]([CH2:1][CH2:2][CH2:3][CH2:4][CH3:5])[C:14]=2[N:13]=1. Given the reactants [CH2:1]([N:6]1[C:14]2[N:13]=[CH:12][NH:11][C:10]=2[C:9]2=[N:15][CH:16]=[N:17][N:8]2[C:7]1=[O:18])[CH2:2][CH2:3][CH2:4][CH3:5].[Br:19]N1C(=O)CCC1=O, predict the reaction product. (2) Given the reactants [C:1]([OH:20])(=[O:19])[CH2:2][CH2:3][CH2:4][CH2:5][CH2:6][CH2:7][CH2:8]/[CH:9]=[CH:10]\[CH2:11]/[CH:12]=[CH:13]\[CH2:14][CH2:15][CH2:16][CH2:17][CH3:18].[C:21]([O:38][CH2:39][CH:40]([CH2:42][O:43][C:44](=[O:46])[CH3:45])O)(=[O:37])[CH2:22][CH2:23][CH2:24][CH2:25][CH2:26][CH2:27][CH2:28][CH2:29][CH2:30][CH2:31][CH2:32][CH2:33][CH2:34][CH2:35][CH3:36], predict the reaction product. The product is: [C:21]([O:38][CH2:39][CH:40]([CH2:42][O:43][C:44](=[O:46])[CH3:45])[O:19][C:1](=[O:20])[CH2:2][CH2:3][CH2:4][CH2:5][CH2:6][CH2:7][CH2:8]/[CH:9]=[CH:10]\[CH2:11]/[CH:12]=[CH:13]\[CH2:14][CH2:15][CH2:16][CH2:17][CH3:18])(=[O:37])[CH2:22][CH2:23][CH2:24][CH2:25][CH2:26][CH2:27][CH2:28][CH2:29][CH2:30][CH2:31][CH2:32][CH2:33][CH2:34][CH2:35][CH3:36]. (3) Given the reactants Cl.Cl.[NH:3]1[CH2:6][CH:5]([C:7]2[N:11]([CH3:12])[N:10]=[C:9]([NH:13][C:14]3[CH:19]=[C:18]([N:20]4[CH2:24][CH2:23][C@:22]([CH:27]5[CH2:29][CH2:28]5)([C:25]#[N:26])[C:21]4=[O:30])[CH:17]=[CH:16][N:15]=3)[CH:8]=2)[CH2:4]1.F[P-](F)(F)(F)(F)F.N1(OC(N(C)C)=[N+](C)C)C2N=CC=CC=2N=N1.[F:55][C:56]1([F:63])[CH2:59][CH:58]([C:60](O)=[O:61])[CH2:57]1.C(=O)([O-])O.[Na+], predict the reaction product. The product is: [CH:27]1([C@:22]2([C:25]#[N:26])[CH2:23][CH2:24][N:20]([C:18]3[CH:17]=[CH:16][N:15]=[C:14]([NH:13][C:9]4[CH:8]=[C:7]([CH:5]5[CH2:4][N:3]([C:60]([CH:58]6[CH2:59][C:56]([F:63])([F:55])[CH2:57]6)=[O:61])[CH2:6]5)[N:11]([CH3:12])[N:10]=4)[CH:19]=3)[C:21]2=[O:30])[CH2:28][CH2:29]1. (4) Given the reactants [Cl:1][C:2]1[CH:10]=[C:9]([Br:11])[C:8]([F:12])=[CH:7][C:3]=1[C:4]([NH2:6])=O, predict the reaction product. The product is: [Cl:1][C:2]1[CH:10]=[C:9]([Br:11])[C:8]([F:12])=[CH:7][C:3]=1[C:4]#[N:6]. (5) The product is: [NH2:24][C:23]1[N:25]=[CH:15][C:11]2[CH:12]=[CH:13][C:14]3[C:6]([C:4]([O:3][CH2:1][CH3:2])=[O:5])=[N:7][N:8]([CH3:20])[C:9]=3[C:10]=2[N:22]=1. Given the reactants [CH2:1]([O:3][C:4]([C:6]1[C:14]2[CH2:13][CH2:12][C:11](=[CH:15]N(C)C)[C:10](=O)[C:9]=2[N:8]([CH3:20])[N:7]=1)=[O:5])[CH3:2].Cl.[NH2:22][C:23]([NH2:25])=[NH:24], predict the reaction product. (6) Given the reactants [CH3:1][N:2]1[C:7](=[O:8])[C:6]([CH3:9])=[CH:5][C:4]([C:10]([OH:12])=O)=[CH:3]1.[CH2:13]([NH:20][C:21]1[C:22]([NH2:34])=[CH:23][CH:24]=[C:25]([N:27]2[CH2:32][CH2:31][N:30]([CH3:33])[CH2:29][CH2:28]2)[CH:26]=1)[C:14]1[CH:19]=[CH:18][CH:17]=[CH:16][CH:15]=1.C(N(CC)CC)C, predict the reaction product. The product is: [CH2:13]([NH:20][C:21]1[CH:26]=[C:25]([N:27]2[CH2:32][CH2:31][N:30]([CH3:33])[CH2:29][CH2:28]2)[CH:24]=[CH:23][C:22]=1[NH:34][C:10]([C:4]1[CH:5]=[C:6]([CH3:9])[C:7](=[O:8])[N:2]([CH3:1])[CH:3]=1)=[O:12])[C:14]1[CH:15]=[CH:16][CH:17]=[CH:18][CH:19]=1. (7) Given the reactants [Zn:1].[CH2:2]([OH:88])[C@H:3]1[O:8][C@@H:7]2[O:9][C@H:10]3[C@H:15]([OH:16])[C@@H:14]([OH:17])[C@@H:13]([O:18][C@H:19]4[C@H:24]([OH:25])[C@@H:23]([OH:26])[C@@H:22]([O:27][C@H:28]5[C@H:33]([OH:34])[C@@H:32]([OH:35])[CH:31]([O:36][CH:37]6[C@H:42]([OH:43])[C@@H:41]([OH:44])[CH:40]([CH:45]7[C@H:50]([OH:51])[C@@H:49]([OH:52])[CH:48]([O:53][C@H:54]8[C@H:59]([OH:60])[C@@H:58]([OH:61])[C@@H:57]([O:62][C@H:63]9[C@H:69]([OH:70])[C@@H:68]([OH:71])[C@@H:66]([O:67][C@H:4]1[C@H:5]([OH:87])[C@H:6]2[OH:86])[O:65][C@@H:64]9[CH2:72][OH:73])[O:56][C@@H:55]8[CH2:74][OH:75])[O:47][C@@H:46]7[CH2:76][OH:77])[O:39][C@@H:38]6[CH2:78][OH:79])[O:30][C@@H:29]5[CH2:80][OH:81])[O:21][C@@H:20]4[CH2:82][OH:83])[O:12][C@@H:11]3[CH2:84][OH:85], predict the reaction product. The product is: [CH2:2]([OH:88])[C@H:3]1[O:8][C@@H:7]2[O:9][C@H:10]3[C@H:15]([OH:16])[C@@H:14]([OH:17])[C@@H:13]([O:18][C@H:19]4[C@H:24]([OH:25])[C@@H:23]([OH:26])[C@@H:22]([O:27][C@H:28]5[C@H:33]([OH:34])[C@@H:32]([OH:35])[CH:31]([O:36][CH:37]6[C@H:42]([OH:43])[C@@H:41]([OH:44])[CH:40]([CH:45]7[C@H:50]([OH:51])[C@@H:49]([OH:52])[CH:48]([O:53][C@H:54]8[C@H:59]([OH:60])[C@@H:58]([OH:61])[C@@H:57]([O:62][C@H:63]9[C@H:69]([OH:70])[C@@H:68]([OH:71])[C@@H:66]([O:67][C@H:4]1[C@H:5]([OH:87])[C@H:6]2[OH:86])[O:65][C@@H:64]9[CH2:72][OH:73])[O:56][C@@H:55]8[CH2:74][OH:75])[O:47][C@@H:46]7[CH2:76][OH:77])[O:39][C@@H:38]6[CH2:78][OH:79])[O:30][C@@H:29]5[CH2:80][OH:81])[O:21][C@@H:20]4[CH2:82][OH:83])[O:12][C@@H:11]3[CH2:84][OH:85].[Zn:1].